From a dataset of Full USPTO retrosynthesis dataset with 1.9M reactions from patents (1976-2016). Predict the reactants needed to synthesize the given product. The reactants are: C([O-])([O-])=O.[Na+].[Na+].Br[C:8]1[CH:9]=[C:10]2[C:14](=[CH:15][CH:16]=1)[NH:13][CH:12]=[CH:11]2.[F:17][C:18]([F:30])([F:29])[O:19][C:20]1[CH:25]=[CH:24][C:23](B(O)O)=[CH:22][CH:21]=1.O. Given the product [F:17][C:18]([F:29])([F:30])[O:19][C:20]1[CH:25]=[CH:24][C:23]([C:8]2[CH:9]=[C:10]3[C:14](=[CH:15][CH:16]=2)[NH:13][CH:12]=[CH:11]3)=[CH:22][CH:21]=1, predict the reactants needed to synthesize it.